This data is from Forward reaction prediction with 1.9M reactions from USPTO patents (1976-2016). The task is: Predict the product of the given reaction. (1) The product is: [CH3:57][N:54]1[C:55](=[O:56])[C:50]([N:73]2[CH2:78][CH2:77][O:76][CH2:75][CH2:74]2)=[C:51]2[C:60](=[O:61])[N:59]([CH2:62][CH2:63][C:64]3[N:72]=[C:67]4[CH:68]=[CH:69][CH:70]=[CH:71][N:66]4[N:65]=3)[CH2:58][C:52]2=[CH:53]1. Given the reactants CC1(C)C2C(=C(P(C3C=CC=CC=3)C3C=CC=CC=3)C=CC=2)OC2C(P(C3C=CC=CC=3)C3C=CC=CC=3)=CC=CC1=2.C([O-])([O-])=O.[Cs+].[Cs+].Cl[C:50]1[C:55](=[O:56])[N:54]([CH3:57])[CH:53]=[C:52]2[CH2:58][N:59]([CH2:62][CH2:63][C:64]3[N:72]=[C:67]4[CH:68]=[CH:69][CH:70]=[CH:71][N:66]4[N:65]=3)[C:60](=[O:61])[C:51]=12.[NH:73]1[CH2:78][CH2:77][O:76][CH2:75][CH2:74]1, predict the reaction product. (2) Given the reactants [Br:1][C:2]1[N:6]([C:7]2[C:16]3[C:11](=[CH:12][CH:13]=[CH:14][CH:15]=3)[C:10]([C:17]#[N:18])=[CH:9][CH:8]=2)[C:5]([S:19][CH2:20][C:21](O)=[O:22])=[N:4][CH:3]=1.[CH2:24]([O:26][C:27](=[O:31])[C@H:28]([CH3:30])[NH2:29])[CH3:25], predict the reaction product. The product is: [Br:1][C:2]1[N:6]([C:7]2[C:16]3[C:11](=[CH:12][CH:13]=[CH:14][CH:15]=3)[C:10]([C:17]#[N:18])=[CH:9][CH:8]=2)[C:5]([S:19][CH2:20][C:21]([NH:29][C@@H:28]([CH3:30])[C:27]([O:26][CH2:24][CH3:25])=[O:31])=[O:22])=[N:4][CH:3]=1. (3) Given the reactants [C:1]([S:4][C@@H:5]1[CH2:22][CH2:21][C@@:20]2([CH3:23])[CH:7]([C@@H:8]([OH:25])[CH2:9][C@@H:10]3[C@@H:19]2[CH2:18][CH2:17][C@@:15]2([CH3:16])[C@H:11]3[CH2:12][CH2:13][C@@H:14]2[OH:24])[CH2:6]1)(=[O:3])[CH3:2], predict the reaction product. The product is: [C:1]([S:4][C@@H:5]1[CH2:22][CH2:21][C@@:20]2([CH3:23])[CH:7]([C:8](=[O:25])[CH2:9][C@@H:10]3[C@@H:19]2[CH2:18][CH2:17][C@@:15]2([CH3:16])[C@H:11]3[CH2:12][CH2:13][C:14]2=[O:24])[CH2:6]1)(=[O:3])[CH3:2]. (4) Given the reactants [CH2:1]([O:8][C:9]1[CH:14]=[CH:13][C:12]([C:15]2[CH:20]([CH2:21][CH3:22])[CH:19]([CH3:23])[CH:18]([CH2:24][OH:25])[CH2:17][CH:16]=2)=[CH:11][CH:10]=1)[C:2]1[CH:7]=[CH:6][CH:5]=[CH:4][CH:3]=1.[OH-:26].[Na+].OO, predict the reaction product. The product is: [CH2:1]([O:8][C:9]1[CH:10]=[CH:11][C:12]([CH:15]2[CH:20]([CH2:21][CH3:22])[CH:19]([CH3:23])[CH:18]([CH2:24][OH:25])[CH2:17][CH:16]2[OH:26])=[CH:13][CH:14]=1)[C:2]1[CH:3]=[CH:4][CH:5]=[CH:6][CH:7]=1. (5) Given the reactants [OH-].[Na+].[C:3]([NH:6][C:7]1[CH:20]=[CH:19][CH:18]=[CH:17][C:8]=1[C:9]([C:11]1[CH:16]=[CH:15][CH:14]=[CH:13][CH:12]=1)=O)(=[O:5])[CH3:4], predict the reaction product. The product is: [OH:5][C:3]1[CH:4]=[C:9]([C:11]2[CH:16]=[CH:15][CH:14]=[CH:13][CH:12]=2)[C:8]2[C:7](=[CH:20][CH:19]=[CH:18][CH:17]=2)[N:6]=1. (6) Given the reactants [Cl:1][C:2]1[CH:7]=[CH:6][C:5]([C:8]2[S:25][C:11]3[C:12](=[O:24])[N:13]([CH2:16][C:17]4[CH:22]=[CH:21][CH:20]=[C:19]([OH:23])[CH:18]=4)[N:14]=[CH:15][C:10]=3[CH:9]=2)=[CH:4][CH:3]=1.[CH3:26][N:27]1[CH2:32][CH2:31][CH:30]([OH:33])[CH2:29][CH2:28]1.CCOC(/N=N/C(OCC)=O)=O, predict the reaction product. The product is: [C:19]([OH:23])(=[O:33])[CH3:20].[Cl:1][C:2]1[CH:7]=[CH:6][C:5]([C:8]2[S:25][C:11]3[C:12](=[O:24])[N:13]([CH2:16][C:17]4[CH:22]=[CH:21][CH:20]=[C:19]([O:23][CH:30]5[CH2:31][CH2:32][N:27]([CH3:26])[CH2:28][CH2:29]5)[CH:18]=4)[N:14]=[CH:15][C:10]=3[CH:9]=2)=[CH:4][CH:3]=1.